This data is from NCI-60 drug combinations with 297,098 pairs across 59 cell lines. The task is: Regression. Given two drug SMILES strings and cell line genomic features, predict the synergy score measuring deviation from expected non-interaction effect. (1) Drug 1: C1C(C(OC1N2C=NC3=C(N=C(N=C32)Cl)N)CO)O. Drug 2: CC1=C(C=C(C=C1)NC(=O)C2=CC=C(C=C2)CN3CCN(CC3)C)NC4=NC=CC(=N4)C5=CN=CC=C5. Cell line: PC-3. Synergy scores: CSS=6.00, Synergy_ZIP=-1.04, Synergy_Bliss=-2.98, Synergy_Loewe=-11.2, Synergy_HSA=-3.83. (2) Drug 1: C1=C(C(=O)NC(=O)N1)F. Drug 2: C1=CC(=CC=C1CC(C(=O)O)N)N(CCCl)CCCl.Cl. Cell line: SF-295. Synergy scores: CSS=35.7, Synergy_ZIP=-8.93, Synergy_Bliss=-4.35, Synergy_Loewe=-2.58, Synergy_HSA=-0.657. (3) Drug 1: C1CC2CC3=C(CC1C24CN(S(=O)(=O)N4)CC(F)(F)F)C=CC(=C3)C=CCN5CCC(CC5)C(F)(F)F. Drug 2: C1CC(CNC1)C2=CC=C(C=C2)N3C=C4C=CC=C(C4=N3)C(=O)N. Cell line: SK-OV-3. Synergy scores: CSS=14.1, Synergy_ZIP=5.32, Synergy_Bliss=11.8, Synergy_Loewe=9.62, Synergy_HSA=11.3.